Dataset: Forward reaction prediction with 1.9M reactions from USPTO patents (1976-2016). Task: Predict the product of the given reaction. (1) Given the reactants [N+:1]([C:4]1[CH:5]=[C:6]2[C:11](=[CH:12][CH:13]=1)[N:10]([C:14]1[CH:19]=[CH:18][CH:17]=[CH:16][CH:15]=1)[CH2:9][CH2:8][CH2:7]2)([O-])=O, predict the reaction product. The product is: [C:14]1([N:10]2[C:11]3[C:6](=[CH:5][C:4]([NH2:1])=[CH:13][CH:12]=3)[CH2:7][CH2:8][CH2:9]2)[CH:19]=[CH:18][CH:17]=[CH:16][CH:15]=1. (2) Given the reactants [O-:1][CH2:2][CH3:3].[Na+].[Cl:5][C:6]1[CH:11]=[C:10](I)[CH:9]=[CH:8][N:7]=1.O, predict the reaction product. The product is: [Cl:5][C:6]1[CH:11]=[C:10]([O:1][CH2:2][CH3:3])[CH:9]=[CH:8][N:7]=1.